Predict the reaction yield, written as a fraction of the theoretical maximum amount of product (1.0 means a 100% yield; for example, 0.34 means a 34% yield). From a dataset of Reaction yield outcomes from USPTO patents with 853,638 reactions. (1) The reactants are [NH2:1][C:2]1[CH:6]=[CH:5][NH:4][N:3]=1.C([O:9][C:10](=O)[CH:11]([Cl:15])[C:12](=O)[CH3:13])C.C(O)(=O)C. The catalyst is CCO. The product is [Cl:15][C:11]1[C:12]([CH3:13])=[N:1][C:2]2[N:3]([N:4]=[CH:5][CH:6]=2)[C:10]=1[OH:9]. The yield is 0.940. (2) The reactants are [F:1][C:2]1[N:9]=[C:8](F)[C:7]([F:11])=[CH:6][C:3]=1[C:4]#[N:5].[NH:12]1[CH2:16][CH2:15][CH2:14][CH2:13]1. No catalyst specified. The product is [F:1][C:2]1[N:9]=[C:8]([N:12]2[CH2:16][CH2:15][CH2:14][CH2:13]2)[C:7]([F:11])=[CH:6][C:3]=1[C:4]#[N:5]. The yield is 0.570. (3) The reactants are C(O[CH:4]=[C:5]1[C:16]2[C:8](=[CH:9][CH:10]=[C:11]3[C:15]=2[S:14][CH:13]=[N:12]3)[NH:7][C:6]1=[O:17])C.[NH2:18][C:19]1[CH:24]=[CH:23][C:22]([S:25]([NH:28][C:29]2[N:34]=[CH:33][CH:32]=[CH:31][N:30]=2)(=[O:27])=[O:26])=[CH:21][CH:20]=1. No catalyst specified. The product is [O:17]=[C:6]1[C:5](=[CH:4][NH:18][C:19]2[CH:24]=[CH:23][C:22]([S:25]([NH:28][C:29]3[N:30]=[CH:31][CH:32]=[CH:33][N:34]=3)(=[O:27])=[O:26])=[CH:21][CH:20]=2)[C:16]2[C:8](=[CH:9][CH:10]=[C:11]3[C:15]=2[S:14][CH:13]=[N:12]3)[NH:7]1. The yield is 0.290. (4) The reactants are [CH3:1][O:2][C:3]1[C:13]2[CH2:12][CH2:11][CH2:10][C:9](=[O:14])[NH:8][C:7]=2[CH:6]=[CH:5][CH:4]=1.FC(F)(F)S(OS(C(F)(F)F)(=O)=O)(=O)=O.[N+:30]([O-])([O-:32])=[O:31].[K+].C(=O)(O)[O-].[Na+]. The catalyst is C(#N)C. The product is [CH3:1][O:2][C:3]1[C:13]2[CH2:12][CH2:11][CH2:10][C:9](=[O:14])[NH:8][C:7]=2[CH:6]=[CH:5][C:4]=1[N+:30]([O-:32])=[O:31]. The yield is 0.557. (5) The reactants are [CH:1]([O:4][C:5]1[C:17]([O:18][CH3:19])=[CH:16][CH:15]=[C:14]([C:20]#[C:21][CH3:22])[C:6]=1[NH:7][C:8](=O)[C:9](F)(F)F)([CH3:3])[CH3:2].[CH3:23][O:24][C:25]1[CH:26]=C(I)[CH:28]=[C:29]([O:33][CH3:34])[C:30]=1[O:31][CH3:32].C([O-])([O-])=[O:37].[K+].[K+]. No catalyst specified. The product is [CH:1]([O:4][C:5]1[C:17]([O:18][CH3:19])=[CH:16][CH:15]=[C:14]2[C:6]=1[NH:7][C:8]([CH3:9])=[C:20]2[C:21](=[O:37])[C:22]1[CH:26]=[C:25]([O:24][CH3:23])[C:30]([O:31][CH3:32])=[C:29]([O:33][CH3:34])[CH:28]=1)([CH3:3])[CH3:2]. The yield is 0.640.